Dataset: Forward reaction prediction with 1.9M reactions from USPTO patents (1976-2016). Task: Predict the product of the given reaction. (1) Given the reactants NC1C=NC=CC=1[C@H]1CCC[C@@H](N2C(=O)C3C(=CC=CC=3)C2=O)C1.NC1C=NC=CC=1[C@@H]1CCC[C@H](N2C(=O)C3C(=CC=CC=3)C2=O)C1.[N:49]([C:52]1[CH:53]=[N:54][CH:55]=[CH:56][C:57]=1[C@@H:58]1[CH2:63][CH2:62][CH2:61][C@H:60]([N:64]2[C:72](=[O:73])[C:71]3[C:66](=[CH:67][CH:68]=[CH:69][CH:70]=3)[C:65]2=[O:74])[CH2:59]1)=[N+:50]=[N-:51].OS(O)(=O)=O.N([O-])=O.[Na+].[N-]=[N+]=[N-].[Na+].C([O-])([O-])=O.[Na+].[Na+].N#N, predict the reaction product. The product is: [N:49]([C:52]1[CH:53]=[N:54][CH:55]=[CH:56][C:57]=1[C@H:58]1[CH2:63][CH2:62][CH2:61][C@@H:60]([N:64]2[C:72](=[O:73])[C:71]3[C:66](=[CH:67][CH:68]=[CH:69][CH:70]=3)[C:65]2=[O:74])[CH2:59]1)=[N+:50]=[N-:51].[N:49]([C:52]1[CH:53]=[N:54][CH:55]=[CH:56][C:57]=1[C@@H:58]1[CH2:63][CH2:62][CH2:61][C@H:60]([N:64]2[C:72](=[O:73])[C:71]3[C:66](=[CH:67][CH:68]=[CH:69][CH:70]=3)[C:65]2=[O:74])[CH2:59]1)=[N+:50]=[N-:51]. (2) Given the reactants C=O.[Cl:3][C:4]1[C:5]([F:33])=[C:6]([NH:10][C:11]2[C:20]3[C:15](=[CH:16][C:17]([O:31][CH3:32])=[C:18]([O:21][C@H:22]4[CH2:27][CH2:26][NH:25][C@H:24]([C:28]([NH2:30])=[O:29])[CH2:23]4)[CH:19]=3)[N:14]=[CH:13][N:12]=2)[CH:7]=[CH:8][CH:9]=1.[C:34](O[BH-](OC(=O)C)OC(=O)C)(=O)C.[Na+].C([O-])(O)=O.[Na+], predict the reaction product. The product is: [Cl:3][C:4]1[C:5]([F:33])=[C:6]([NH:10][C:11]2[C:20]3[C:15](=[CH:16][C:17]([O:31][CH3:32])=[C:18]([O:21][C@H:22]4[CH2:27][CH2:26][N:25]([CH3:34])[C@H:24]([C:28]([NH2:30])=[O:29])[CH2:23]4)[CH:19]=3)[N:14]=[CH:13][N:12]=2)[CH:7]=[CH:8][CH:9]=1. (3) Given the reactants C([O:3][C:4]([C:6]1([NH:15][C:16](=[O:28])[C:17]2[CH:22]=[CH:21][CH:20]=[C:19]([CH3:23])[C:18]=2[CH:24]=[C:25]([CH3:27])[CH3:26])[CH2:14][C:13]2[C:8](=[CH:9][CH:10]=[CH:11][CH:12]=2)[CH2:7]1)=O)C.[Li+].[BH4-].C1COCC1.[NH4+].[Cl-], predict the reaction product. The product is: [OH:3][CH2:4][C:6]1([NH:15][C:16](=[O:28])[C:17]2[CH:22]=[CH:21][CH:20]=[C:19]([CH3:23])[C:18]=2[CH:24]=[C:25]([CH3:26])[CH3:27])[CH2:14][C:13]2[C:8](=[CH:9][CH:10]=[CH:11][CH:12]=2)[CH2:7]1. (4) Given the reactants [OH:1][C:2]1[CH:3]=[C:4]([CH:27]=[CH:28][CH:29]=1)[CH2:5][N:6]1[C:14]2[C:9](=[CH:10][CH:11]=[CH:12][CH:13]=2)[C:8]2([CH2:18][O:17][C:16]3[CH:19]=[C:20]4[C:24](=[CH:25][C:15]2=3)[CH2:23][CH2:22][O:21]4)[C:7]1=[O:26].C(=O)([O-])[O-].[K+].[K+].Br[CH2:37][C:38]([O:40][CH2:41][CH3:42])=[O:39].[I-].[K+], predict the reaction product. The product is: [O:26]=[C:7]1[C:8]2([CH2:18][O:17][C:16]3[CH:19]=[C:20]4[C:24](=[CH:25][C:15]2=3)[CH2:23][CH2:22][O:21]4)[C:9]2[C:14](=[CH:13][CH:12]=[CH:11][CH:10]=2)[N:6]1[CH2:5][C:4]1[CH:3]=[C:2]([CH:29]=[CH:28][CH:27]=1)[O:1][CH2:37][C:38]([O:40][CH2:41][CH3:42])=[O:39]. (5) Given the reactants Br[C:2]1[CH:3]=[C:4]2[NH:10][C:9]([CH2:11][N:12]3[CH:17]=[CH:16][C:15]4[C:18]([C:21](=[O:31])[C:22]5[C:27]([F:28])=[CH:26][C:25]([F:29])=[CH:24][C:23]=5[F:30])=[CH:19][NH:20][C:14]=4[C:13]3=[O:32])=[N:8][C:5]2=[N:6][CH:7]=1.C(OC([N:40]1[CH:44]=[CH:43][CH:42]=[C:41]1B(O)O)=O)(C)(C)C.C(=O)([O-])[O-].[Cs+].[Cs+], predict the reaction product. The product is: [NH:40]1[CH:44]=[CH:43][CH:42]=[C:41]1[C:2]1[CH:3]=[C:4]2[NH:10][C:9]([CH2:11][N:12]3[CH:17]=[CH:16][C:15]4[C:18]([C:21](=[O:31])[C:22]5[C:23]([F:30])=[CH:24][C:25]([F:29])=[CH:26][C:27]=5[F:28])=[CH:19][NH:20][C:14]=4[C:13]3=[O:32])=[N:8][C:5]2=[N:6][CH:7]=1. (6) Given the reactants C([O:3][C:4]([CH:6]1[CH2:15][CH2:14][C:9]2([O:13][CH2:12][CH2:11][O:10]2)[CH2:8][CH2:7]1)=O)C.[H-].[Al+3].[Li+].[H-].[H-].[H-].O.[OH-].[Na+], predict the reaction product. The product is: [O:10]1[C:9]2([CH2:14][CH2:15][CH:6]([CH2:4][OH:3])[CH2:7][CH2:8]2)[O:13][CH2:12][CH2:11]1.